This data is from Full USPTO retrosynthesis dataset with 1.9M reactions from patents (1976-2016). The task is: Predict the reactants needed to synthesize the given product. (1) Given the product [Cl:22][C:23]1[CH:60]=[CH:59][C:26]([C:27]2[C:32]([C:33]3[CH:42]=[CH:41][C:40]4[C:35](=[CH:36][CH:37]=[C:38]([C:43]5[N:47]([CH:46]6[CH2:45][CH2:53][CH:52]([CH3:54])[CH2:51][CH2:50]6)[C:2]6[CH:10]=[CH:9][C:5]([C:6]([OH:8])=[O:7])=[CH:4][C:3]=6[N:11]=5)[CH:39]=4)[N:34]=3)=[CH:31][C:30]([O:57][CH3:58])=[CH:29][CH:28]=2)=[CH:25][CH:24]=1, predict the reactants needed to synthesize it. The reactants are: Cl[C:2]1[CH:10]=[CH:9][C:5]([C:6]([OH:8])=[O:7])=[CH:4][C:3]=1[N+:11]([O-])=O.C[C@H]1CC[C@H](N)CC1.[Cl:22][C:23]1[CH:60]=[CH:59][C:26]([C:27]2[C:32]([C:33]3[CH:42]=[CH:41][C:40]4[C:35](=[CH:36][CH:37]=[C:38]([C:43]5[N:47](CC)[C:46]6[CH:50]=[CH:51][C:52]([C:54](O)=O)=[CH:53][C:45]=6N=5)[CH:39]=4)[N:34]=3)=[CH:31][C:30]([O:57][CH3:58])=[CH:29][CH:28]=2)=[CH:25][CH:24]=1. (2) Given the product [C:1]([C:5]1[CH:6]=[C:7]([NH:11][C:12]([NH:14][C:15]2[CH:20]=[CH:19][C:18]([O:21][CH:22]3[CH2:27][CH2:26][NH:25][CH2:24][CH2:23]3)=[CH:17][CH:16]=2)=[O:13])[N:8]([CH3:10])[N:9]=1)([CH3:4])([CH3:2])[CH3:3], predict the reactants needed to synthesize it. The reactants are: [C:1]([C:5]1[CH:6]=[C:7]([NH:11][C:12]([NH:14][C:15]2[CH:20]=[CH:19][C:18]([O:21][CH:22]3[CH2:27][CH2:26][N:25](C(OC(C)(C)C)=O)[CH2:24][CH2:23]3)=[CH:17][CH:16]=2)=[O:13])[N:8]([CH3:10])[N:9]=1)([CH3:4])([CH3:3])[CH3:2].FC(F)(F)C(O)=O. (3) Given the product [Cl:1][C:2]1[CH:3]=[N+:4]([O-:27])[CH:5]=[C:6]([Cl:26])[C:7]=1[CH2:8][C@@H:9]([C:11]1[CH:16]=[CH:15][C:14]([O:17][CH:18]([F:20])[F:19])=[C:13]([O:21][CH2:22][CH:23]2[CH2:25][CH2:24]2)[CH:12]=1)[O:10][C:44]([C@@H:40]1[CH2:41][CH2:42][CH2:43][N:39]1[CH2:38][CH2:37][S:34]([C:28]1[CH:33]=[CH:32][CH:31]=[CH:30][CH:29]=1)(=[O:36])=[O:35])=[O:45], predict the reactants needed to synthesize it. The reactants are: [Cl:1][C:2]1[CH:3]=[N+:4]([O-:27])[CH:5]=[C:6]([Cl:26])[C:7]=1[CH2:8][C@@H:9]([C:11]1[CH:16]=[CH:15][C:14]([O:17][CH:18]([F:20])[F:19])=[C:13]([O:21][CH2:22][CH:23]2[CH2:25][CH2:24]2)[CH:12]=1)[OH:10].[C:28]1([S:34]([CH2:37][CH2:38][N:39]2[CH2:43][CH2:42][CH2:41][C@H:40]2[C:44](O)=[O:45])(=[O:36])=[O:35])[CH:33]=[CH:32][CH:31]=[CH:30][CH:29]=1.C(Cl)CCl. (4) Given the product [CH3:35][O:36][C:37]1[CH:38]=[C:39]2[C:44](=[CH:45][C:46]=1[CH:47]=[CH:8][O:7][CH3:11])[N:43]=[CH:42][CH:41]=[CH:40]2, predict the reactants needed to synthesize it. The reactants are: CC(C)([O-])C.[K+].[O:7]1[CH2:11]CC[CH2:8]1.[Cl-].COC[P+](C1C=CC=CC=1)(C1C=CC=CC=1)C1C=CC=CC=1.[CH3:35][O:36][C:37]1[CH:38]=[C:39]2[C:44](=[CH:45][C:46]=1[CH:47]=O)[N:43]=[CH:42][CH:41]=[CH:40]2. (5) Given the product [Cl:1][C:2]1[CH:15]=[C:14]([C:16]2[CH2:21][CH2:20][C:19](=[O:22])[NH:18][N:17]=2)[CH:13]=[CH:12][C:3]=1[O:4][CH2:5][CH2:6][CH2:7][OH:8], predict the reactants needed to synthesize it. The reactants are: [Cl:1][C:2]1[CH:15]=[C:14]([C:16]2[CH2:21][CH2:20][C:19](=[O:22])[NH:18][N:17]=2)[CH:13]=[CH:12][C:3]=1[O:4][CH2:5][CH2:6][CH2:7][O:8]C(=O)C.O.[OH-].[Li+].Cl. (6) The reactants are: [CH2:1]([N:8]1[C:21](=[O:22])[C@H:20](CC(O)=O)[CH2:19][C:18]2[CH:17]=[CH:16][C:15]3[NH:14][N:13]=[CH:12][C:11]=3[C:10]=2[CH2:9]1)[C:2]1[CH:7]=[CH:6][CH:5]=[CH:4][CH:3]=1.[NH:27]1[CH2:32][CH2:31][CH:30]([CH:33]2[CH2:42][C:41]3[C:36](=[CH:37][CH:38]=[CH:39][CH:40]=3)[NH:35][C:34]2=[O:43])[CH2:29][CH2:28]1.ClC1C2NN=CC=2C2CN(CC(C)(C)C)C(=O)[C@H](CC(=O)N3CCC([N:67]4CC5C(=CC=CC=5)N[C:68]4=[O:77])CC3)CC=2C=1. Given the product [CH2:1]([N:8]1[C:21](=[O:22])[C@H:20]([NH:67][C:68]([N:27]2[CH2:28][CH2:29][CH:30]([CH:33]3[CH2:42][C:41]4[C:36](=[CH:37][CH:38]=[CH:39][CH:40]=4)[NH:35][C:34]3=[O:43])[CH2:31][CH2:32]2)=[O:77])[CH2:19][C:18]2[CH:17]=[CH:16][C:15]3[NH:14][N:13]=[CH:12][C:11]=3[C:10]=2[CH2:9]1)[C:2]1[CH:7]=[CH:6][CH:5]=[CH:4][CH:3]=1, predict the reactants needed to synthesize it. (7) Given the product [OH:8][C@H:9]1[CH2:32][CH2:31][C@@:30]2([CH3:33])[C@@H:11]([CH2:12][CH2:13][C:14]3[C:15]4[C@:26]([CH3:34])([CH2:27][CH2:28][C:29]=32)[C@@H:18]([C@H:19]([CH3:25])[CH2:20][CH2:21][C:22]([NH2:37])=[O:23])[CH2:17][CH:16]=4)[C:10]1([CH3:36])[CH3:35], predict the reactants needed to synthesize it. The reactants are: [Si]([O:8][C@H:9]1[CH2:32][CH2:31][C@@:30]2([CH3:33])[C@@H:11]([CH2:12][CH2:13][C:14]3[C:15]4[C@:26]([CH3:34])([CH2:27][CH2:28][C:29]=32)[C@@H:18]([C@H:19]([CH3:25])[CH2:20][CH2:21][C:22](O)=[O:23])[CH2:17][CH:16]=4)[C:10]1([CH3:36])[CH3:35])(C(C)(C)C)(C)C.[NH3:37].C(O)C.Cl.